From a dataset of Catalyst prediction with 721,799 reactions and 888 catalyst types from USPTO. Predict which catalyst facilitates the given reaction. (1) Reactant: [NH2:1][C:2]1[CH:10]=[C:9]([CH2:11][N:12]2[CH2:17][CH2:16][N:15]([C:18]([O:20][C:21]([CH3:24])([CH3:23])[CH3:22])=[O:19])[CH2:14][CH2:13]2)[C:8]([Br:25])=[CH:7][C:3]=1[C:4]([OH:6])=O.Cl.[Cl:27][C:28]1[CH:29]=[CH:30][C:31]([S:36]([CH2:39][CH3:40])(=[O:38])=[O:37])=[C:32]([CH2:34][NH2:35])[CH:33]=1. Product: [NH2:1][C:2]1[C:3]([C:4](=[O:6])[NH:35][CH2:34][C:32]2[CH:33]=[C:28]([Cl:27])[CH:29]=[CH:30][C:31]=2[S:36]([CH2:39][CH3:40])(=[O:38])=[O:37])=[CH:7][C:8]([Br:25])=[C:9]([CH2:11][N:12]2[CH2:17][CH2:16][N:15]([C:18]([O:20][C:21]([CH3:22])([CH3:24])[CH3:23])=[O:19])[CH2:14][CH2:13]2)[CH:10]=1. The catalyst class is: 3. (2) Reactant: [Br:1]Br.[O:3]=[C:4]([C:8]1[CH:13]=[CH:12][CH:11]=[CH:10][N:9]=1)[CH2:5][C:6]#[N:7]. Product: [BrH:1].[Br:1][CH:5]([C:4](=[O:3])[C:8]1[CH:13]=[CH:12][CH:11]=[CH:10][N:9]=1)[C:6]#[N:7]. The catalyst class is: 22.